Dataset: Peptide-MHC class II binding affinity with 134,281 pairs from IEDB. Task: Regression. Given a peptide amino acid sequence and an MHC pseudo amino acid sequence, predict their binding affinity value. This is MHC class II binding data. (1) The peptide sequence is TMSMKLPGSLSALIR. The MHC is DRB1_0101 with pseudo-sequence DRB1_0101. The binding affinity (normalized) is 0.799. (2) The peptide sequence is KRHRLIGAVVLAVSV. The MHC is HLA-DPA10103-DPB10401 with pseudo-sequence HLA-DPA10103-DPB10401. The binding affinity (normalized) is 0.950. (3) The binding affinity (normalized) is 0.322. The MHC is HLA-DPA10103-DPB10401 with pseudo-sequence HLA-DPA10103-DPB10401. The peptide sequence is SMGDDHFWAVRGGGGESFGI. (4) The peptide sequence is DVDLFLTGTPDEYVEQV. The MHC is HLA-DPA10201-DPB11401 with pseudo-sequence HLA-DPA10201-DPB11401. The binding affinity (normalized) is 0.103. (5) The peptide sequence is SGSAASMVNGVIKIL. The MHC is HLA-DQA10201-DQB10303 with pseudo-sequence HLA-DQA10201-DQB10303. The binding affinity (normalized) is 0.569. (6) The peptide sequence is HRLMSAAVKDERAVH. The MHC is DRB1_0802 with pseudo-sequence DRB1_0802. The binding affinity (normalized) is 0.198. (7) The peptide sequence is DFREFSRAKGLNQEI. The MHC is HLA-DPA10301-DPB10402 with pseudo-sequence HLA-DPA10301-DPB10402. The binding affinity (normalized) is 0.283.